From a dataset of NCI-60 drug combinations with 297,098 pairs across 59 cell lines. Regression. Given two drug SMILES strings and cell line genomic features, predict the synergy score measuring deviation from expected non-interaction effect. (1) Drug 1: C1=NC(=NC(=O)N1C2C(C(C(O2)CO)O)O)N. Drug 2: CC12CCC3C(C1CCC2OP(=O)(O)O)CCC4=C3C=CC(=C4)OC(=O)N(CCCl)CCCl.[Na+]. Cell line: NCI-H226. Synergy scores: CSS=32.8, Synergy_ZIP=-6.77, Synergy_Bliss=-0.217, Synergy_Loewe=-0.912, Synergy_HSA=2.56. (2) Drug 1: CC1=C(C=C(C=C1)NC2=NC=CC(=N2)N(C)C3=CC4=NN(C(=C4C=C3)C)C)S(=O)(=O)N.Cl. Drug 2: CS(=O)(=O)OCCCCOS(=O)(=O)C. Cell line: CAKI-1. Synergy scores: CSS=11.9, Synergy_ZIP=-9.72, Synergy_Bliss=-13.5, Synergy_Loewe=-8.30, Synergy_HSA=-7.43. (3) Drug 1: CN1C(=O)N2C=NC(=C2N=N1)C(=O)N. Drug 2: C1=CN(C=N1)CC(O)(P(=O)(O)O)P(=O)(O)O. Cell line: SNB-19. Synergy scores: CSS=-1.96, Synergy_ZIP=3.05, Synergy_Bliss=5.64, Synergy_Loewe=0.827, Synergy_HSA=1.09.